This data is from Catalyst prediction with 721,799 reactions and 888 catalyst types from USPTO. The task is: Predict which catalyst facilitates the given reaction. (1) Reactant: [CH:1]([N:14]1[CH2:18][C@@H:17]([C:19]2[CH:24]=[CH:23][CH:22]=[CH:21][C:20]=2Br)[C@H:16]([C:26]2[CH:31]=[C:30]([Cl:32])[CH:29]=[CH:28][C:27]=2[OH:33])[CH2:15]1)([C:8]1[CH:13]=[CH:12][CH:11]=[CH:10][CH:9]=1)[C:2]1[CH:7]=[CH:6][CH:5]=[CH:4][CH:3]=1.C(=O)([O-])[O-].[Cs+].[Cs+].CN(C)CC(O)=O. Product: [Cl:32][C:30]1[CH:29]=[CH:28][C:27]2[O:33][C:24]3[CH:23]=[CH:22][CH:21]=[CH:20][C:19]=3[C@H:17]3[CH2:18][N:14]([CH:1]([C:8]4[CH:13]=[CH:12][CH:11]=[CH:10][CH:9]=4)[C:2]4[CH:7]=[CH:6][CH:5]=[CH:4][CH:3]=4)[CH2:15][C@@H:16]3[C:26]=2[CH:31]=1. The catalyst class is: 185. (2) Reactant: [CH:1]([CH:4]1[C:9](=O)[NH:8][C:7]2[CH:11]=[CH:12][C:13]([CH3:15])=[CH:14][C:6]=2[O:5]1)([CH3:3])[CH3:2].[H-].[Al+3].[Li+].[H-].[H-].[H-].[OH-].[Na+].S([O-])([O-])(=O)=O.[Mg+2]. Product: [CH:1]([CH:4]1[CH2:9][NH:8][C:7]2[CH:11]=[CH:12][C:13]([CH3:15])=[CH:14][C:6]=2[O:5]1)([CH3:3])[CH3:2]. The catalyst class is: 30. (3) Reactant: Br[C:2]1[N:7]=[N:6][C:5]([C:8]2[CH:17]=[CH:16][C:15]3[C:10](=[CH:11][CH:12]=[CH:13][CH:14]=3)[CH:9]=2)=[C:4]([C:18]2[CH:23]=[CH:22][N:21]=[CH:20][CH:19]=2)[CH:3]=1.[CH2:24]([N:26]1[CH2:31][CH2:30][NH:29][CH2:28][CH2:27]1)[CH3:25].C(OCC)(=O)C. Product: [CH2:24]([N:26]1[CH2:31][CH2:30][N:29]([C:2]2[N:7]=[N:6][C:5]([C:8]3[CH:17]=[CH:16][C:15]4[C:10](=[CH:11][CH:12]=[CH:13][CH:14]=4)[CH:9]=3)=[C:4]([C:18]3[CH:23]=[CH:22][N:21]=[CH:20][CH:19]=3)[CH:3]=2)[CH2:28][CH2:27]1)[CH3:25]. The catalyst class is: 8. (4) Reactant: [NH2:1][C:2]1[N:10]=[CH:9][CH:8]=[CH:7][C:3]=1[C:4]([OH:6])=O.ON1C2C=CC=CC=2N=N1.CCN=C=NCCCN(C)C.[F:32][C:33]([F:50])([F:49])[C:34]1[CH:35]=[C:36]([CH:46]=[CH:47][CH:48]=1)[O:37][C:38]1[CH:45]=[CH:44][C:41]([CH2:42][NH2:43])=[CH:40][CH:39]=1.C(=O)(O)[O-].[Na+]. The catalyst class is: 3. Product: [F:32][C:33]([F:49])([F:50])[C:34]1[CH:35]=[C:36]([CH:46]=[CH:47][CH:48]=1)[O:37][C:38]1[CH:39]=[CH:40][C:41]([CH2:42][NH:43][C:4](=[O:6])[C:3]2[CH:7]=[CH:8][CH:9]=[N:10][C:2]=2[NH2:1])=[CH:44][CH:45]=1. (5) Reactant: CN(C(ON1N=NC2C=CC=NC1=2)=[N+](C)C)C.F[P-](F)(F)(F)(F)F.[NH2:25][C:26]1[C:35]([NH2:36])=[CH:34][CH:33]=[CH:32][C:27]=1[C:28]([O:30][CH3:31])=[O:29].[C:37]([N:44]1[CH2:51][CH2:50][CH2:49][C@H:45]1[C:46](O)=O)([O:39][C:40]([CH3:43])([CH3:42])[CH3:41])=[O:38].CCN(C(C)C)C(C)C. Product: [C:40]([O:39][C:37]([N:44]1[CH2:51][CH2:50][CH2:49][C@H:45]1[C:46]1[NH:25][C:26]2[C:27]([C:28]([O:30][CH3:31])=[O:29])=[CH:32][CH:33]=[CH:34][C:35]=2[N:36]=1)=[O:38])([CH3:43])([CH3:41])[CH3:42]. The catalyst class is: 640. (6) Reactant: [C:1]([O:5][C:6]([N:8]1[CH2:13][CH2:12][C:11]([C:20]2[CH:24]=[C:23]([NH2:25])[N:22]([C:26]([CH3:29])([CH3:28])[CH3:27])[N:21]=2)([C:14]2[CH:19]=[CH:18][CH:17]=[CH:16][CH:15]=2)[CH2:10][CH2:9]1)=[O:7])([CH3:4])([CH3:3])[CH3:2].[C:30]([NH:40][C@H:41]([C:43](O)=[O:44])[CH3:42])([O:32][CH2:33][C:34]1[CH:39]=[CH:38][CH:37]=[CH:36][CH:35]=1)=[O:31].O=P(Cl)(Cl)Cl.Cl. Product: [C:1]([O:5][C:6]([N:8]1[CH2:13][CH2:12][C:11]([C:20]2[CH:24]=[C:23]([NH:25][C:43](=[O:44])[CH:41]([NH:40][C:30]([O:32][CH2:33][C:34]3[CH:39]=[CH:38][CH:37]=[CH:36][CH:35]=3)=[O:31])[CH3:42])[N:22]([C:26]([CH3:29])([CH3:28])[CH3:27])[N:21]=2)([C:14]2[CH:15]=[CH:16][CH:17]=[CH:18][CH:19]=2)[CH2:10][CH2:9]1)=[O:7])([CH3:4])([CH3:2])[CH3:3]. The catalyst class is: 17. (7) The catalyst class is: 8. Reactant: [Cl:1][C:2]([F:13])([F:12])[C:3]1[CH:8]=[CH:7][C:6]([CH:9](Cl)[CH3:10])=[CH:5][N:4]=1.[CH3:14][S-:15].[Na+]. Product: [Cl:1][C:2]([F:13])([F:12])[C:3]1[CH:8]=[CH:7][C:6]([CH:9]([S:15][CH3:14])[CH3:10])=[CH:5][N:4]=1. (8) Reactant: [H-].[Na+].CC(C)([C:8]([O-:10])=[O:9])C([O-])=O.F[C:13]1[CH:18]=[CH:17][C:16]([F:19])=[CH:15][C:14]=1[N+:20]([O-:22])=[O:21].[Cl-].[NH4+].[C:25]([O:28][CH2:29]C)(=[O:27])[CH3:26].[CH3:31]CCCCC. Product: [F:19][C:16]1[CH:17]=[CH:18][C:13]([CH:26]([C:8]([O:10][CH3:31])=[O:9])[C:25]([O:28][CH3:29])=[O:27])=[C:14]([N+:20]([O-:22])=[O:21])[CH:15]=1. The catalyst class is: 16. (9) Reactant: [Br:1][C:2]1[CH:7]=[CH:6][C:5](I)=[CH:4][CH:3]=1.[CH:9]1[C:18]2[C:13](=[CH:14][CH:15]=[CH:16][CH:17]=2)[CH:12]=[CH:11][C:10]=1B(O)O.C1(C)C=CC=CC=1P(C1C=CC=CC=1C)C1C=CC=CC=1C.C(=O)([O-])[O-].[K+].[K+]. Product: [Br:1][C:2]1[CH:7]=[CH:6][C:5]([C:11]2[CH:10]=[CH:9][C:18]3[C:13](=[CH:14][CH:15]=[CH:16][CH:17]=3)[CH:12]=2)=[CH:4][CH:3]=1. The catalyst class is: 548. (10) Reactant: [C:1]([O:5][C:6](=[O:48])[CH2:7][N:8]([S:37]([C:40]1[CH:45]=[C:44]([Cl:46])[CH:43]=[C:42]([Cl:47])[CH:41]=1)(=[O:39])=[O:38])[C:9]1[CH:10]=[C:11]2[C:15](=[CH:16][CH:17]=1)[N:14]([C:18]1[N:19]=[N:20][C:21]([O:24][CH:25]3COC(C4C=CC=CC=4)[O:27][CH2:26]3)=[CH:22][CH:23]=1)[CH:13]=[CH:12]2)([CH3:4])([CH3:3])[CH3:2].[O:49]1CCC[CH2:50]1.O. Product: [C:1]([O:5][C:6](=[O:48])[CH2:7][N:8]([S:37]([C:40]1[CH:41]=[C:42]([Cl:47])[CH:43]=[C:44]([Cl:46])[CH:45]=1)(=[O:39])=[O:38])[C:9]1[CH:10]=[C:11]2[C:15](=[CH:16][CH:17]=1)[N:14]([C:18]1[N:19]=[N:20][C:21]([O:24][CH2:25][CH:26]([OH:27])[CH2:50][OH:49])=[CH:22][CH:23]=1)[CH:13]=[CH:12]2)([CH3:2])([CH3:4])[CH3:3]. The catalyst class is: 342.